Dataset: Peptide-MHC class I binding affinity with 185,985 pairs from IEDB/IMGT. Task: Regression. Given a peptide amino acid sequence and an MHC pseudo amino acid sequence, predict their binding affinity value. This is MHC class I binding data. (1) The peptide sequence is EIKDRILSY. The MHC is HLA-B38:01 with pseudo-sequence HLA-B38:01. The binding affinity (normalized) is 0.0847. (2) The peptide sequence is TQLPSKPHY. The MHC is HLA-A01:01 with pseudo-sequence HLA-A01:01. The binding affinity (normalized) is 0.0847.